This data is from Forward reaction prediction with 1.9M reactions from USPTO patents (1976-2016). The task is: Predict the product of the given reaction. (1) Given the reactants Cl.CN(C)CCCN=C=NCC.O.ON1C2C=CC=CC=2N=N1.[CH3:24][N:25]([CH3:38])[C:26]1[CH:31]=[CH:30][CH:29]=[C:28]([N:32]2[CH2:37][CH2:36][NH:35][CH2:34][CH2:33]2)[CH:27]=1.[CH3:39][C:40]1[CH:41]=[C:42]([C:51](O)=[O:52])[N:43]([C:45]2[CH:50]=[CH:49][CH:48]=[CH:47][CH:46]=2)[N:44]=1, predict the reaction product. The product is: [CH3:24][N:25]([CH3:38])[C:26]1[CH:27]=[C:28]([N:32]2[CH2:37][CH2:36][N:35]([C:51]([C:42]3[N:43]([C:45]4[CH:50]=[CH:49][CH:48]=[CH:47][CH:46]=4)[N:44]=[C:40]([CH3:39])[CH:41]=3)=[O:52])[CH2:34][CH2:33]2)[CH:29]=[CH:30][CH:31]=1. (2) Given the reactants [C:1]([O:5][C:6](=[O:31])[NH:7][C:8]1[CH:13]=[CH:12][C:11]([C:14]2[CH:15]=[N:16][C:17]([O:20][CH2:21][C:22]3[CH:27]=[CH:26][CH:25]=[CH:24][CH:23]=3)=[CH:18][CH:19]=2)=[CH:10][C:9]=1[N+:28]([O-])=O)([CH3:4])([CH3:3])[CH3:2], predict the reaction product. The product is: [C:1]([O:5][C:6](=[O:31])[NH:7][C:8]1[CH:13]=[CH:12][C:11]([C:14]2[CH:15]=[N:16][C:17]([O:20][CH2:21][C:22]3[CH:23]=[CH:24][CH:25]=[CH:26][CH:27]=3)=[CH:18][CH:19]=2)=[CH:10][C:9]=1[NH2:28])([CH3:4])([CH3:2])[CH3:3].